From a dataset of Full USPTO retrosynthesis dataset with 1.9M reactions from patents (1976-2016). Predict the reactants needed to synthesize the given product. Given the product [CH2:1]([CH:3]1[CH2:12][CH:11]2[C:6](=[CH:7][C:8]([O:21][CH3:22])=[C:9]([O:13][CH2:14][C:15]3[CH:20]=[CH:19][CH:18]=[CH:17][CH:16]=3)[CH2:10]2)[CH2:5][N:4]1[CH2:37][C:36]1[CH:39]=[C:40]([O:44][CH3:45])[C:41]([O:42][CH3:43])=[C:34]([O:33][CH3:32])[CH:35]=1)[CH3:2], predict the reactants needed to synthesize it. The reactants are: [CH2:1]([CH:3]1[CH2:12][C:11]2[C:6](=[CH:7][C:8]([O:21][CH3:22])=[C:9]([O:13][CH2:14][C:15]3[CH:20]=[CH:19][CH:18]=[CH:17][CH:16]=3)[CH:10]=2)[CH2:5][NH:4]1)[CH3:2].CCN(C(C)C)C(C)C.[CH3:32][O:33][C:34]1[CH:35]=[C:36]([CH:39]=[C:40]([O:44][CH3:45])[C:41]=1[O:42][CH3:43])[CH2:37]Cl.[Cl-].[NH4+].